From a dataset of Forward reaction prediction with 1.9M reactions from USPTO patents (1976-2016). Predict the product of the given reaction. (1) The product is: [F:33][C:21]1[C:22]([C:24]2[N:28]([CH:29]([CH3:30])[CH3:31])[C:27]([CH3:32])=[N:26][CH:25]=2)=[N:16][C:15]([NH:14][C:11]2[CH:12]=[N:13][C:8]([N:2]3[CH2:7][CH2:6][O:5][CH2:4][CH2:3]3)=[CH:9][CH:10]=2)=[N:17][CH:20]=1. Given the reactants Cl.[N:2]1([C:8]2[N:13]=[CH:12][C:11]([NH:14][C:15]([NH2:17])=[NH:16])=[CH:10][CH:9]=2)[CH2:7][CH2:6][O:5][CH2:4][CH2:3]1.CN(C)/[CH:20]=[C:21](\[F:33])/[C:22]([C:24]1[N:28]([CH:29]([CH3:31])[CH3:30])[C:27]([CH3:32])=[N:26][CH:25]=1)=O.C[O-].[Na+], predict the reaction product. (2) Given the reactants [Br:1][C:2]1[C:3]([O:37][CH3:38])=[CH:4][C:5]2[CH2:6][CH2:7][N:8]3[C:14]4[C:15](=[O:31])[N:16]([CH:28]([CH3:30])[CH3:29])[CH2:17][CH2:18][N:19](C(OC(C)(C)C)=O)[CH2:20][C:13]=4[C:12]([C:32]4[S:33][CH:34]=[CH:35][CH:36]=4)=[C:9]3[C:10]=2[CH:11]=1.C1(OC)C=CC=CC=1.CO.Cl, predict the reaction product. The product is: [CH:28]([N:16]1[C:15](=[O:31])[C:14]2[N:8]3[CH2:7][CH2:6][C:5]4[CH:4]=[C:3]([O:37][CH3:38])[C:2]([Br:1])=[CH:11][C:10]=4[C:9]3=[C:12]([C:32]3[S:33][CH:34]=[CH:35][CH:36]=3)[C:13]=2[CH2:20][NH:19][CH2:18][CH2:17]1)([CH3:30])[CH3:29].